Dataset: Forward reaction prediction with 1.9M reactions from USPTO patents (1976-2016). Task: Predict the product of the given reaction. (1) Given the reactants Br[C:2]1[CH:7]=[CH:6][C:5]([F:8])=[CH:4][CH:3]=1.C([Li])CCC.CCCCCC.[F:20][C:21]([F:31])([F:30])[C:22]1[CH:29]=[CH:28][C:25]([CH:26]=[O:27])=[CH:24][CH:23]=1.[Cl-].[NH4+], predict the reaction product. The product is: [F:8][C:5]1[CH:6]=[CH:7][C:2]([CH:26]([C:25]2[CH:24]=[CH:23][C:22]([C:21]([F:20])([F:30])[F:31])=[CH:29][CH:28]=2)[OH:27])=[CH:3][CH:4]=1. (2) Given the reactants [F:1][C:2]1[CH:22]=[CH:21][C:5]([CH2:6][C:7]2[N:11]([CH2:12][C:13]([OH:15])=O)[N:10]=[C:9]([C:16]3[N:17]=[CH:18][NH:19][CH:20]=3)[CH:8]=2)=[CH:4][CH:3]=1.[NH:23]1[CH2:28][CH2:27][CH2:26][C@@H:25]([OH:29])[CH2:24]1.CCN=C=NCCCN(C)C.C1C=CC2N(O)N=NC=2C=1.CN1CCOCC1, predict the reaction product. The product is: [F:1][C:2]1[CH:3]=[CH:4][C:5]([CH2:6][C:7]2[N:11]([CH2:12][C:13]([N:23]3[CH2:28][CH2:27][CH2:26][C@@H:25]([OH:29])[CH2:24]3)=[O:15])[N:10]=[C:9]([C:16]3[N:17]=[CH:18][NH:19][CH:20]=3)[CH:8]=2)=[CH:21][CH:22]=1. (3) Given the reactants Cl.[O:2]=[C:3]1[N:7]([C:8]2[CH:17]=[CH:16][C:11]([C:12]([O:14][CH3:15])=[O:13])=[CH:10][CH:9]=2)[CH2:6][C:5]2([CH2:22][CH2:21][NH:20][CH2:19][CH2:18]2)[O:4]1.C([BH3-])#N.[Br:26][C:27]1[CH:28]=[C:29]([CH:32]=[CH:33][C:34]=1[O:35][C:36]([F:39])([F:38])[F:37])[CH:30]=O.CC(O)=O, predict the reaction product. The product is: [Br:26][C:27]1[CH:28]=[C:29]([CH:32]=[CH:33][C:34]=1[O:35][C:36]([F:37])([F:38])[F:39])[CH2:30][N:20]1[CH2:21][CH2:22][C:5]2([O:4][C:3](=[O:2])[N:7]([C:8]3[CH:17]=[CH:16][C:11]([C:12]([O:14][CH3:15])=[O:13])=[CH:10][CH:9]=3)[CH2:6]2)[CH2:18][CH2:19]1. (4) Given the reactants FC(F)C1C2C(F)(F)CCC(F)(F)C=2N(CC(N[C@H](C2[C:35]([C:36]3[CH:37]=[C:38]4C(=C[CH:44]=3)CNC4=O)=[CH:34][N:33]=[C:32]([C:46]#CC(O)(C)C)N=2)CC2C=C(F)C=C(F)C=2)=O)N=1.[F:53][C:54]1([F:99])[C:58]2[N:59]([CH2:66][C:67]([NH:69][C@H:70]([C:80]3[C:85]([C:86]4[CH:87]=[CH:88][C:89]([F:95])=[C:90]([CH:94]=4)[C:91]([NH2:93])=[O:92])=[CH:84][N:83]=[C:82](SC)[N:81]=3)[CH2:71][C:72]3[CH:77]=[C:76]([F:78])[CH:75]=[C:74]([F:79])[CH:73]=3)=[O:68])[N:60]=[C:61]([C:62]([F:65])([F:64])[F:63])[C:57]=2[C@H:56]2[CH2:98][C@@H:55]12.C(C1C=CN=C(C)C=1)#C, predict the reaction product. The product is: [F:53][C:54]1([F:99])[C:58]2[N:59]([CH2:66][C:67]([NH:69][C@H:70]([C:80]3[C:85]([C:86]4[CH:87]=[CH:88][C:89]([F:95])=[C:90]([CH:94]=4)[C:91]([NH2:93])=[O:92])=[CH:84][N:83]=[C:82]([C:38]#[C:37][C:36]4[CH:35]=[CH:34][N:33]=[C:32]([CH3:46])[CH:44]=4)[N:81]=3)[CH2:71][C:72]3[CH:77]=[C:76]([F:78])[CH:75]=[C:74]([F:79])[CH:73]=3)=[O:68])[N:60]=[C:61]([C:62]([F:65])([F:64])[F:63])[C:57]=2[C@H:56]2[CH2:98][C@@H:55]12. (5) The product is: [CH2:25]([N:32]1[CH2:37][CH2:36][C:35]([C:12]2[CH:13]=[CH:14][CH:15]=[C:16]3[C:11]=2[N:10]=[C:9]([O:8][CH2:1][C:2]2[CH:7]=[CH:6][CH:5]=[CH:4][CH:3]=2)[CH:18]=[CH:17]3)([OH:44])[CH2:34][CH2:33]1)[C:26]1[CH:31]=[CH:30][CH:29]=[CH:28][CH:27]=1. Given the reactants [CH2:1]([O:8][C:9]1[CH:18]=[CH:17][C:16]2[C:11](=[C:12](Br)[CH:13]=[CH:14][CH:15]=2)[N:10]=1)[C:2]1[CH:7]=[CH:6][CH:5]=[CH:4][CH:3]=1.[Li]CCCC.[CH2:25]([N:32]1[CH2:37][CH2:36][CH2:35][CH2:34][C:33]1=O)[C:26]1[CH:31]=[CH:30][CH:29]=[CH:28][CH:27]=1.[Cl-].[NH4+].C1C[O:44]CC1, predict the reaction product. (6) Given the reactants [C:1]1([CH2:11][CH2:12][NH2:13])[C:10]2[C:5](=[CH:6][CH:7]=[CH:8][CH:9]=2)[CH:4]=[CH:3][CH:2]=1.[CH:14](=O)[C:15]1[CH:20]=[CH:19][CH:18]=[CH:17][CH:16]=1.[H][H], predict the reaction product. The product is: [CH2:14]([NH:13][CH2:12][CH2:11][C:1]1[C:10]2[C:5](=[CH:6][CH:7]=[CH:8][CH:9]=2)[CH:4]=[CH:3][CH:2]=1)[C:15]1[CH:20]=[CH:19][CH:18]=[CH:17][CH:16]=1. (7) Given the reactants [NH2:1][C:2]1[CH:3]=[C:4](B(O)O)[CH:5]=[CH:6][C:7]=1[Cl:8].Br[C:13]1[CH:22]=[CH:21][C:16]([C:17]([O:19][CH3:20])=[O:18])=[CH:15][C:14]=1[CH3:23].C(=O)([O-])[O-].[K+].[K+], predict the reaction product. The product is: [NH2:1][C:2]1[CH:3]=[C:4]([C:13]2[CH:22]=[CH:21][C:16]([C:17]([O:19][CH3:20])=[O:18])=[CH:15][C:14]=2[CH3:23])[CH:5]=[CH:6][C:7]=1[Cl:8]. (8) Given the reactants [OH:1][C:2]1[CH:7]=[CH:6][C:5]([C:8]2[CH:13]=[CH:12][C:11]([C:14]#[N:15])=[CH:10][CH:9]=2)=[CH:4][CH:3]=1.[Na+].[I-:17].[OH-].[Na+].S([O-])([O-])(=O)=S.[Na+].[Na+].Cl, predict the reaction product. The product is: [OH:1][C:2]1[CH:3]=[CH:4][C:5]([C:8]2[CH:13]=[CH:12][C:11]([C:14]#[N:15])=[CH:10][CH:9]=2)=[CH:6][C:7]=1[I:17]. (9) The product is: [F:41][CH2:40][C@@:27]1([C:30]([O:32][CH2:33][C:34]2[CH:35]=[CH:36][CH:37]=[CH:38][CH:39]=2)=[O:31])[CH2:28][CH2:29][C:24]([C:11]2[C:12]([CH3:22])([CH3:23])[C@H:13]3[C@:8]([CH3:42])([CH2:9][CH:10]=2)[C@@H:7]2[C@:16]([CH3:21])([C@@:17]4([CH3:20])[C@H:4]([CH2:5][CH2:6]2)[C@H:3]2[C@H:43]([C:46]([CH3:48])=[CH2:47])[CH2:44][CH2:45][C@:2]2([NH:1][CH2:52][CH2:51][CH:50]([CH3:54])[CH3:49])[CH2:19][CH2:18]4)[CH2:15][CH2:14]3)=[CH:25][CH2:26]1. Given the reactants [NH2:1][C@:2]12[CH2:45][CH2:44][C@@H:43]([C:46]([CH3:48])=[CH2:47])[C@@H:3]1[C@@H:4]1[C@@:17]([CH3:20])([CH2:18][CH2:19]2)[C@@:16]2([CH3:21])[C@@H:7]([C@:8]3([CH3:42])[C@@H:13]([CH2:14][CH2:15]2)[C:12]([CH3:23])([CH3:22])[C:11]([C:24]2[CH2:29][CH2:28][C@@:27]([CH2:40][F:41])([C:30]([O:32][CH2:33][C:34]4[CH:39]=[CH:38][CH:37]=[CH:36][CH:35]=4)=[O:31])[CH2:26][CH:25]=2)=[CH:10][CH2:9]3)[CH2:6][CH2:5]1.[CH3:49][CH:50]([CH3:54])[CH2:51][CH:52]=O.C(O[BH-](OC(=O)C)OC(=O)C)(=O)C.[Na+].C(=O)(O)[O-].[Na+], predict the reaction product. (10) Given the reactants [Br:1][C:2]1[CH:7]=[CH:6][C:5]([C:8]2[N:9]=[C:10]([N:13]3[CH2:17][CH2:16][NH:15][C:14]3=[O:18])[S:11][CH:12]=2)=[CH:4][CH:3]=1.[H-].[Na+].[CH3:21]I, predict the reaction product. The product is: [Br:1][C:2]1[CH:7]=[CH:6][C:5]([C:8]2[N:9]=[C:10]([N:13]3[CH2:17][CH2:16][N:15]([CH3:21])[C:14]3=[O:18])[S:11][CH:12]=2)=[CH:4][CH:3]=1.